This data is from Forward reaction prediction with 1.9M reactions from USPTO patents (1976-2016). The task is: Predict the product of the given reaction. (1) Given the reactants [N+:1]([C:4]1[CH:12]=[CH:11][CH:10]=[CH:9][C:5]=1[C:6]([OH:8])=O)([O-:3])=[O:2].[CH3:13][C:14]([C:23]1[CH:28]=[CH:27][C:26]([NH2:29])=[CH:25][CH:24]=1)([CH:16]1[CH2:21][CH2:20][N:19]([CH3:22])[CH2:18][CH2:17]1)[CH3:15].CCN(C(C)C)C(C)C.C1C=CC2N(O)N=NC=2C=1, predict the reaction product. The product is: [N+:1]([C:4]1[CH:12]=[CH:11][CH:10]=[CH:9][C:5]=1[C:6]([NH:29][C:26]1[CH:27]=[CH:28][C:23]([C:14]([CH3:15])([CH:16]2[CH2:17][CH2:18][N:19]([CH3:22])[CH2:20][CH2:21]2)[CH3:13])=[CH:24][CH:25]=1)=[O:8])([O-:3])=[O:2]. (2) The product is: [Cl:27][C:25]1[CH:4]=[CH:3][CH:2]=[CH:11][C:6]=1[C:2]1[CH:3]=[CH:4][CH:5]=[C:6]2[C:11]=1[N:10]=[C:9]([N:12]1[CH2:13][CH2:14][N:15]([C:18]([O:20][C:21]([CH3:23])([CH3:24])[CH3:22])=[O:19])[CH2:16][CH2:17]1)[N:8]=[CH:7]2. Given the reactants Br[C:2]1[CH:3]=[CH:4][CH:5]=[C:6]2[C:11]=1[N:10]=[C:9]([N:12]1[CH2:17][CH2:16][N:15]([C:18]([O:20][C:21]([CH3:24])([CH3:23])[CH3:22])=[O:19])[CH2:14][CH2:13]1)[N:8]=[CH:7]2.[CH2:25]([Cl:27])Cl.C([O-])(O)=O.[Na+], predict the reaction product. (3) Given the reactants CC([O-])(C)C.[K+].[NH:7]1[C:15]2[C:10](=[N:11][CH:12]=[CH:13][CH:14]=2)[CH:9]=[N:8]1.[CH3:16][Si:17]([CH2:20][CH2:21][O:22][CH2:23]Cl)([CH3:19])[CH3:18], predict the reaction product. The product is: [CH3:16][Si:17]([CH3:19])([CH3:18])[CH2:20][CH2:21][O:22][CH2:23][N:7]1[C:15]2[C:10](=[N:11][CH:12]=[CH:13][CH:14]=2)[CH:9]=[N:8]1. (4) Given the reactants [NH2:1][C:2]1[C:11]2[C:6](=[CH:7][CH:8]=[CH:9][CH:10]=2)[N:5]=[C:4]([CH3:12])[CH:3]=1.[Cl:13][CH2:14][CH2:15][N:16]=[C:17]=[O:18].CO, predict the reaction product. The product is: [Cl:13][CH2:14][CH2:15][NH:16][C:17]([NH:1][C:2]1[C:11]2[C:6](=[CH:7][CH:8]=[CH:9][CH:10]=2)[N:5]=[C:4]([CH3:12])[CH:3]=1)=[O:18]. (5) Given the reactants [Br:1][C:2]1[CH:7]=[C:6]([N+:8]([O-])=O)[CH:5]=[CH:4][C:3]=1[CH3:11].O.C(O)C.N, predict the reaction product. The product is: [Br:1][C:2]1[CH:7]=[C:6]([CH:5]=[CH:4][C:3]=1[CH3:11])[NH2:8]. (6) Given the reactants Br[C:2]1[CH:7]=[CH:6][C:5]([S:8]([CH3:11])(=[O:10])=[O:9])=[CH:4][C:3]=1[N+:12]([O-:14])=[O:13].[CH:15](/B(O)O)=[CH:16]\[CH3:17].[F-].[Cs+], predict the reaction product. The product is: [CH3:11][S:8]([C:5]1[CH:6]=[CH:7][C:2](/[CH:15]=[CH:16]/[CH3:17])=[C:3]([N+:12]([O-:14])=[O:13])[CH:4]=1)(=[O:10])=[O:9]. (7) Given the reactants [CH3:1][O:2][C:3]1[CH:4]=[C:5]2[C:10](=[CH:11][CH:12]=1)[N:9]=[C:8]([CH2:13][NH:14][CH2:15][CH2:16][OH:17])[CH:7]=[CH:6]2.CO.[OH-].[K+], predict the reaction product. The product is: [CH3:1][O:2][C:3]1[CH:4]=[C:5]2[C:10](=[CH:11][CH:12]=1)[NH:9][CH:8]([CH2:13][NH:14][CH2:15][CH2:16][OH:17])[CH2:7][CH2:6]2.